This data is from Reaction yield outcomes from USPTO patents with 853,638 reactions. The task is: Predict the reaction yield, written as a fraction of the theoretical maximum amount of product (1.0 means a 100% yield; for example, 0.34 means a 34% yield). (1) The reactants are [Cl:1][C:2]1[C:7]2=[N:8][CH:9]=[C:10]([O:12][CH2:13][C:14]3OC=CN=3)[N:11]=[C:6]2[CH:5]=[CH:4][N:3]=1.ClC1N=[C:22]2[CH:29]=CN=C(Cl)[C:23]2=NC=1.C(O)C#CCC. No catalyst specified. The product is [Cl:1][C:2]1[C:7]2=[N:8][CH:9]=[C:10]([O:12][CH2:13][C:14]#[C:23][CH2:22][CH3:29])[N:11]=[C:6]2[CH:5]=[CH:4][N:3]=1. The yield is 0.730. (2) The reactants are [CH3:1][O:2][C:3]1[CH:8]=[CH:7][C:6](Cl)=[CH:5][CH:4]=1.[CH3:10][O:11][C:12]1[CH:17]=[CH:16][C:15]([C:18](=[O:21])[CH2:19][CH3:20])=[CH:14][CH:13]=1.C(O[Na])(C)(C)C. The catalyst is C1(C)C=CC=CC=1.C([O-])(=O)C.[Pd+2].C([O-])(=O)C.COC1C=CC=C(N(C)C2C=CC=CC=2)C=1P(C1CCCCC1)C1CCCCC1. The product is [CH3:10][O:11][C:12]1[CH:17]=[CH:16][C:15]([C:18](=[O:21])[CH:19]([C:6]2[CH:7]=[CH:8][C:3]([O:2][CH3:1])=[CH:4][CH:5]=2)[CH3:20])=[CH:14][CH:13]=1. The yield is 1.00. (3) The reactants are [O:1]1[CH:5]=[CH:4][CH:3]=[C:2]1[CH2:6][N:7]([CH2:12][C:13]([CH3:15])=[CH2:14])[S:8]([CH3:11])(=[O:10])=[O:9].ClC1C=CC=C(C(OO)=[O:24])C=1. The catalyst is C(Cl)Cl. The product is [O:1]1[CH:5]=[CH:4][CH:3]=[C:2]1[CH2:6][N:7]([CH2:12][C:13]1([CH3:15])[CH2:14][O:24]1)[S:8]([CH3:11])(=[O:10])=[O:9]. The yield is 0.260.